This data is from NCI-60 drug combinations with 297,098 pairs across 59 cell lines. The task is: Regression. Given two drug SMILES strings and cell line genomic features, predict the synergy score measuring deviation from expected non-interaction effect. Drug 1: C1=NC(=NC(=O)N1C2C(C(C(O2)CO)O)O)N. Drug 2: C1=NNC2=C1C(=O)NC=N2. Cell line: ACHN. Synergy scores: CSS=37.6, Synergy_ZIP=-8.95, Synergy_Bliss=-4.20, Synergy_Loewe=-7.89, Synergy_HSA=-1.50.